This data is from Full USPTO retrosynthesis dataset with 1.9M reactions from patents (1976-2016). The task is: Predict the reactants needed to synthesize the given product. Given the product [Br:39][C:13]1[N:12]([C:18]2[CH:19]=[CH:20][CH:21]=[CH:22][CH:23]=2)[C:11]2[N:10]=[C:9]([C:24]3[CH:29]=[CH:28][C:27]([C:30]([F:33])([F:31])[F:32])=[CH:26][CH:25]=3)[N:8]([C:5]3[CH:4]=[CH:3][C:2]([Cl:1])=[CH:7][CH:6]=3)[C:16](=[O:17])[C:15]=2[N:14]=1, predict the reactants needed to synthesize it. The reactants are: [Cl:1][C:2]1[CH:7]=[CH:6][C:5]([N:8]2[C:16](=[O:17])[C:15]3[N:14]=[CH:13][N:12]([C:18]4[CH:23]=[CH:22][CH:21]=[CH:20][CH:19]=4)[C:11]=3[N:10]=[C:9]2[C:24]2[CH:29]=[CH:28][C:27]([C:30]([F:33])([F:32])[F:31])=[CH:26][CH:25]=2)=[CH:4][CH:3]=1.C([O-])(=O)C.[Na+].[Br:39]Br.